Dataset: Full USPTO retrosynthesis dataset with 1.9M reactions from patents (1976-2016). Task: Predict the reactants needed to synthesize the given product. (1) The reactants are: C([O:3][CH:4](OCC)[C:5]1[CH:36]=[CH:35][C:8]([CH2:9][N:10]([CH2:23][C:24]2[N:25]([S:29]([N:32]([CH3:34])[CH3:33])(=[O:31])=[O:30])[CH:26]=[CH:27][N:28]=2)[CH2:11][C:12]2[N:13]([S:17]([N:20]([CH3:22])[CH3:21])(=[O:19])=[O:18])[CH:14]=[CH:15][N:16]=2)=[CH:7][CH:6]=1)C.Cl.C(=O)([O-])[O-].[Na+].[Na+]. Given the product [CH:4]([C:5]1[CH:6]=[CH:7][C:8]([CH2:9][N:10]([CH2:23][C:24]2[N:25]([S:29]([N:32]([CH3:34])[CH3:33])(=[O:31])=[O:30])[CH:26]=[CH:27][N:28]=2)[CH2:11][C:12]2[N:13]([S:17]([N:20]([CH3:22])[CH3:21])(=[O:18])=[O:19])[CH:14]=[CH:15][N:16]=2)=[CH:35][CH:36]=1)=[O:3], predict the reactants needed to synthesize it. (2) Given the product [F:15][C:16]1[CH:17]=[C:18]([NH:19][C:4]([C:6]2[CH:11]=[C:10]([C:12]#[N:13])[CH:9]=[C:8]([CH3:14])[N:7]=2)=[O:5])[CH:20]=[CH:21][CH:22]=1, predict the reactants needed to synthesize it. The reactants are: C(O[C:4]([C:6]1[CH:11]=[C:10]([C:12]#[N:13])[CH:9]=[C:8]([CH3:14])[N:7]=1)=[O:5])C.[F:15][C:16]1[CH:17]=[C:18]([CH:20]=[CH:21][CH:22]=1)[NH2:19]. (3) Given the product [CH3:1][O:2][C:3](=[O:31])[C:4]1[CH:9]=[CH:8][CH:7]=[C:6]([O:10][C:11]2[CH:16]=[CH:15][CH:14]=[C:13]([C:17]3[S:18][C:19](=[N:22][C:23]4[CH:28]=[CH:27][C:26]([Cl:29])=[C:25]([Cl:30])[CH:24]=4)[N:20]([CH3:32])[N:21]=3)[CH:12]=2)[CH:5]=1, predict the reactants needed to synthesize it. The reactants are: [CH3:1][O:2][C:3](=[O:31])[C:4]1[CH:9]=[CH:8][CH:7]=[C:6]([O:10][C:11]2[CH:16]=[CH:15][CH:14]=[C:13]([C:17]3[S:18][C:19]([NH:22][C:23]4[CH:28]=[CH:27][C:26]([Cl:29])=[C:25]([Cl:30])[CH:24]=4)=[N:20][N:21]=3)[CH:12]=2)[CH:5]=1.[CH3:32]C(C)([O-])C.[K+].CI. (4) Given the product [Cl:1][C:2]1[C:3]2[C:4]3[CH2:15][N:14]([CH3:16])[CH2:13][CH2:12][C:5]=3[N:6]([CH2:30][CH2:31][C:32]3[CH:33]=[N:34][C:35]([CH3:38])=[CH:36][CH:37]=3)[C:7]=2[C:8]([F:11])=[CH:9][CH:10]=1, predict the reactants needed to synthesize it. The reactants are: [Cl:1][C:2]1[C:3]2[C:4]3[CH2:15][N:14]([CH3:16])[CH2:13][CH2:12][C:5]=3[NH:6][C:7]=2[C:8]([F:11])=[CH:9][CH:10]=1.[H-].[Na+].CC1C=CC(S(O[CH2:30][CH2:31][C:32]2[CH:33]=[N:34][C:35]([CH3:38])=[CH:36][CH:37]=2)(=O)=O)=CC=1. (5) Given the product [CH3:27][O:26][C:23](=[O:25])[C:24]1[CH:11]=[C:10]([N+:13]([O-:15])=[O:14])[CH:9]=[CH:5][C:4]=1[O:3][CH3:20], predict the reactants needed to synthesize it. The reactants are: [H-].[Na+].[OH:3][C:4]1C=[CH:11][C:10]([N+:13]([O-:15])=[O:14])=[CH:9][C:5]=1C(O)=O.S(OC)(O[CH3:20])(=O)=O.[C:23]([O:26][CH2:27]C)(=[O:25])[CH3:24]. (6) Given the product [CH3:14][O:15][C:4]([C:6]1[NH:7][CH:8]=[C:9]([I:11])[CH:10]=1)=[O:5], predict the reactants needed to synthesize it. The reactants are: [Na].ClC(Cl)(Cl)[C:4]([C:6]1[NH:7][CH:8]=[C:9]([I:11])[CH:10]=1)=[O:5].[CH3:14][OH:15].